From a dataset of Full USPTO retrosynthesis dataset with 1.9M reactions from patents (1976-2016). Predict the reactants needed to synthesize the given product. (1) Given the product [CH2:61]([C:60]12[CH2:64][CH:62]([CH2:58][CH2:59]1)[CH:65]=[CH:2]2)[CH2:56][CH2:52][CH3:55], predict the reactants needed to synthesize it. The reactants are: F[C:2]1C([B-](C2C(F)=C(F)C(F)=C(F)C=2F)(C2C(F)=C(F)C(F)=C(F)C=2F)C2C(F)=C(F)C(F)=C(F)C=2F)=C(F)C(F)=C(F)C=1F.[Li+].CCOCC.[C:52]([C:56]1[CH:61]=[CH:60][CH:59]=[C:58]([C:62]([CH3:65])([CH3:64])C)N=1)([CH3:55])(C)C. (2) Given the product [C:28]([O:14][C:13]([C:6]1[C:7]2[C:12](=[CH:11][CH:10]=[CH:9][CH:8]=2)[C:3]([NH2:2])=[CH:4][CH:5]=1)=[O:15])([CH3:31])([CH3:30])[CH3:29], predict the reactants needed to synthesize it. The reactants are: Cl.[NH2:2][C:3]1[C:12]2[C:7](=[CH:8][CH:9]=[CH:10][CH:11]=2)[C:6]([C:13]([OH:15])=[O:14])=[CH:5][CH:4]=1.C(N1C=CN=C1)(N1C=CN=C1)=O.[C:28](O)([CH3:31])([CH3:30])[CH3:29]. (3) The reactants are: [F:1][C:2]1[CH:3]=[C:4]([NH:9][C:10](=[O:14])[CH:11]=NO)[CH:5]=[C:6]([F:8])[CH:7]=1.S(=O)(=O)(O)[OH:16]. Given the product [F:1][C:2]1[CH:7]=[C:6]([F:8])[CH:5]=[C:4]2[C:3]=1[C:11](=[O:16])[C:10](=[O:14])[NH:9]2, predict the reactants needed to synthesize it. (4) Given the product [C:1]1([CH:7]2[O:11][N:10]=[C:9]([C:12]3[N:13]=[C:14]([CH:17]4[CH2:22][CH2:21][N:20]([C:31]([O:33][C:34]5[CH:39]=[CH:38][CH:37]=[CH:36][CH:35]=5)=[O:32])[CH2:19][CH2:18]4)[S:15][CH:16]=3)[CH2:8]2)[CH:2]=[CH:3][CH:4]=[CH:5][CH:6]=1, predict the reactants needed to synthesize it. The reactants are: [C:1]1([CH:7]2[O:11][N:10]=[C:9]([C:12]3[N:13]=[C:14]([CH:17]4[CH2:22][CH2:21][NH:20][CH2:19][CH2:18]4)[S:15][CH:16]=3)[CH2:8]2)[CH:6]=[CH:5][CH:4]=[CH:3][CH:2]=1.C(N(CC)CC)C.Cl[C:31]([O:33][C:34]1[CH:39]=[CH:38][CH:37]=[CH:36][CH:35]=1)=[O:32]. (5) Given the product [F:1][C:2]([F:12])([F:11])[C:3]1[CH:4]=[C:5]([CH:8]=[CH:9][CH:10]=1)[CH2:6][N:20]1[C:28]2[C:23](=[CH:24][CH:25]=[C:26]([CH2:29][C:30]([OH:32])=[O:31])[CH:27]=2)[CH:22]=[CH:21]1.[CH2:13]([N:20]1[C:28]2[C:23](=[CH:24][CH:25]=[C:26]([CH2:29][C:30]([OH:32])=[O:31])[CH:27]=2)[CH:22]=[CH:21]1)[C:14]1[CH:15]=[CH:16][CH:17]=[CH:18][CH:19]=1, predict the reactants needed to synthesize it. The reactants are: [F:1][C:2]([F:12])([F:11])[C:3]1[CH:4]=[C:5]([CH:8]=[CH:9][CH:10]=1)[CH2:6]Cl.[CH2:13]([N:20]1[C:28]2[C:23](=[CH:24][CH:25]=[C:26]([CH2:29][C:30]([OH:32])=[O:31])[CH:27]=2)[CH:22]=[CH:21]1)[C:14]1[CH:19]=[CH:18][CH:17]=[CH:16][CH:15]=1. (6) Given the product [CH3:36][C:33]1([CH3:37])[CH2:34][CH2:35][CH:30]([C:28]2[S:27][C:22]3[N:23]=[C:24]([CH3:26])[N:25]=[C:20]([CH:11]([C:10]([N:7]4[CH2:8][CH2:9][S:4](=[O:3])(=[O:18])[CH2:5][CH2:6]4)=[O:17])[C:12]([O:14][CH2:15][CH3:16])=[O:13])[C:21]=3[CH:29]=2)[CH2:31][CH2:32]1, predict the reactants needed to synthesize it. The reactants are: [H-].[Na+].[O:3]=[S:4]1(=[O:18])[CH2:9][CH2:8][N:7]([C:10](=[O:17])[CH2:11][C:12]([O:14][CH2:15][CH3:16])=[O:13])[CH2:6][CH2:5]1.Cl[C:20]1[C:21]2[CH:29]=[C:28]([CH:30]3[CH2:35][CH2:34][C:33]([CH3:37])([CH3:36])[CH2:32][CH2:31]3)[S:27][C:22]=2[N:23]=[C:24]([CH3:26])[N:25]=1.[NH4+].[Cl-]. (7) The reactants are: [CH3:1][C@@H:2]1[O:7][C@H:6]([CH3:8])[CH2:5][N:4]([C:9]2[C:14]([CH:15]=[O:16])=[CH:13][C:12](B3OC(C)(C)C(C)(C)O3)=[CH:11][N:10]=2)[CH2:3]1.C(=O)([O-])[O-].[Na+].[Na+].Br[C:33]1[S:34][CH:35]=[N:36][N:37]=1.C1(P(C2CCCCC2)C2C=CC=CC=2C2C(C(C)C)=CC(C(C)C)=CC=2C(C)C)CCCCC1. Given the product [CH3:8][C@H:6]1[O:7][C@@H:2]([CH3:1])[CH2:3][N:4]([C:9]2[C:14]([CH:15]=[O:16])=[CH:13][C:12]([C:33]3[S:34][CH:35]=[N:36][N:37]=3)=[CH:11][N:10]=2)[CH2:5]1, predict the reactants needed to synthesize it. (8) Given the product [CH2:25]([N:17]1[C:18]2[C:19](=[N:20][CH:21]=[C:22]([CH3:24])[CH:23]=2)[N:15]([C:12]2[CH:13]=[CH:14][C:9]([OH:8])=[CH:10][CH:11]=2)[C:16]1=[O:27])[CH3:26], predict the reactants needed to synthesize it. The reactants are: C([O:8][C:9]1[CH:14]=[CH:13][C:12]([N:15]2[C:19]3=[N:20][CH:21]=[C:22]([CH3:24])[CH:23]=[C:18]3[N:17]([CH2:25][CH3:26])[C:16]2=[O:27])=[CH:11][CH:10]=1)C1C=CC=CC=1.